Predict the product of the given reaction. From a dataset of Forward reaction prediction with 1.9M reactions from USPTO patents (1976-2016). (1) The product is: [C:4]([O:3][C:1](=[O:2])[N:8]([CH:9]1[CH2:14][CH2:13][CH:12]([NH:15][CH2:16][C:17]2[CH:18]=[C:19]([C:30]3[CH:38]=[CH:37][C:33]([C:34](=[O:35])[NH2:36])=[CH:32][CH:31]=3)[CH:20]=[CH:21][C:22]=2[O:23][CH3:24])[CH2:11][CH2:10]1)[CH3:28])([CH3:7])([CH3:6])[CH3:5]. Given the reactants [C:1]([N:8]([CH3:28])[CH:9]1[CH2:14][CH2:13][CH:12]([NH:15][CH2:16][C:17]2[CH:18]=[C:19](B(O)O)[CH:20]=[CH:21][C:22]=2[O:23][CH3:24])[CH2:11][CH2:10]1)([O:3][C:4]([CH3:7])([CH3:6])[CH3:5])=[O:2].Br[C:30]1[CH:38]=[CH:37][C:33]([C:34]([NH2:36])=[O:35])=[CH:32][CH:31]=1, predict the reaction product. (2) Given the reactants [O:1]1[C:5]2=[CH:6][N:7]=[C:8]([CH2:10][OH:11])[CH:9]=[C:4]2[CH2:3][CH2:2]1, predict the reaction product. The product is: [O:1]1[C:5]2=[CH:6][N:7]=[C:8]([CH:10]=[O:11])[CH:9]=[C:4]2[CH2:3][CH2:2]1. (3) Given the reactants [CH2:1]([O:5][CH2:6][CH2:7][O:8][C:9]1[CH:14]=[CH:13][C:12]([C:15]2[CH:20]=[CH:19][C:18]([N:21]3[CH2:25][CH2:24][CH2:23][CH:22]3[CH3:26])=[C:17](/[CH:27]=[C:28](\[CH3:32])/[C:29](O)=[O:30])[CH:16]=2)=[CH:11][CH:10]=1)[CH2:2][CH2:3][CH3:4].CN(C=O)C.C(Cl)(=O)C(Cl)=O.[CH2:44]([N:47]1[C:51]([CH2:52][S@@:53]([C:55]2[CH:61]=[CH:60][C:58]([NH2:59])=[CH:57][CH:56]=2)=[O:54])=[CH:50][N:49]=[CH:48]1)[CH2:45][CH3:46], predict the reaction product. The product is: [CH2:1]([O:5][CH2:6][CH2:7][O:8][C:9]1[CH:10]=[CH:11][C:12]([C:15]2[CH:20]=[CH:19][C:18]([N:21]3[CH2:25][CH2:24][CH2:23][CH:22]3[CH3:26])=[C:17](/[CH:27]=[C:28](\[CH3:32])/[C:29]([NH:59][C:58]3[CH:57]=[CH:56][C:55]([S@:53]([CH2:52][C:51]4[N:47]([CH2:44][CH2:45][CH3:46])[CH:48]=[N:49][CH:50]=4)=[O:54])=[CH:61][CH:60]=3)=[O:30])[CH:16]=2)=[CH:13][CH:14]=1)[CH2:2][CH2:3][CH3:4]. (4) Given the reactants Cl.[F:2][C:3]1[CH:8]=[CH:7][N:6]=[CH:5][C:4]=1[OH:9].[N+:10]([O-])([OH:12])=[O:11].[OH-].[Na+], predict the reaction product. The product is: [F:2][C:3]1[CH:8]=[CH:7][N:6]=[C:5]([N+:10]([O-:12])=[O:11])[C:4]=1[OH:9]. (5) Given the reactants [C:1]([O-:4])(=[O:3])[CH3:2].[C:5]([OH:8])(=[O:7])[CH3:6], predict the reaction product. The product is: [C:1]([O:4][C:5](=[O:7])[CH3:6])(=[O:3])[CH3:2].[C:5]([O-:8])(=[O:7])[CH3:6].